Dataset: Peptide-MHC class II binding affinity with 134,281 pairs from IEDB. Task: Regression. Given a peptide amino acid sequence and an MHC pseudo amino acid sequence, predict their binding affinity value. This is MHC class II binding data. (1) The peptide sequence is HYLALLVKYAAGDGN. The MHC is HLA-DPA10201-DPB10501 with pseudo-sequence HLA-DPA10201-DPB10501. The binding affinity (normalized) is 0.635. (2) The peptide sequence is VGVYRAVTPLGPPAA. The MHC is DRB1_0401 with pseudo-sequence DRB1_0401. The binding affinity (normalized) is 0.875. (3) The peptide sequence is VIRDLAAMDGGGFYA. The MHC is HLA-DQA10501-DQB10402 with pseudo-sequence HLA-DQA10501-DQB10402. The binding affinity (normalized) is 0.373. (4) The MHC is DRB1_1101 with pseudo-sequence DRB1_1101. The binding affinity (normalized) is 0. The peptide sequence is GGLVQPGGSLRLSCA. (5) The peptide sequence is KSKRGDTDLDKLRDL. The MHC is DRB1_0101 with pseudo-sequence DRB1_0101. The binding affinity (normalized) is 0.0686.